Dataset: Forward reaction prediction with 1.9M reactions from USPTO patents (1976-2016). Task: Predict the product of the given reaction. (1) Given the reactants [CH:1]1([C:7]2[C:15]3[C:10](=[CH:11][C:12]([C:16]([O:18][CH3:19])=[O:17])=[CH:13][CH:14]=3)[NH:9][C:8]=2[C:20]2[CH:25]=[CH:24][CH:23]=[CH:22][C:21]=2[CH:26]=[CH2:27])[CH2:6][CH2:5][CH2:4][CH2:3][CH2:2]1.[H-].[Na+].[CH2:30](Br)[CH:31]=[CH2:32], predict the reaction product. The product is: [CH2:32]([N:9]1[C:10]2[C:15](=[CH:14][CH:13]=[C:12]([C:16]([O:18][CH3:19])=[O:17])[CH:11]=2)[C:7]([CH:1]2[CH2:6][CH2:5][CH2:4][CH2:3][CH2:2]2)=[C:8]1[C:20]1[CH:25]=[CH:24][CH:23]=[CH:22][C:21]=1[CH:26]=[CH2:27])[CH:31]=[CH2:30]. (2) Given the reactants [Cl:1][C:2]1[CH:3]=[C:4]([C:9](=[O:11])[CH3:10])[CH:5]=[N:6][C:7]=1[Cl:8].Cl.[Cl:13]N1C(=O)CCC1=O, predict the reaction product. The product is: [Cl:13][CH2:10][C:9]([C:4]1[CH:5]=[N:6][C:7]([Cl:8])=[C:2]([Cl:1])[CH:3]=1)=[O:11]. (3) The product is: [CH:42]1([C:45]2[CH:50]=[CH:49][N:48]=[C:47]([NH:51][C:28]([C:27]3[CH:26]=[CH:25][C:24]([O:23][C:21]4[CH:20]=[CH:19][N:18]=[C:17]5[N:16]([CH2:33][C:34]6[CH:39]=[CH:38][C:37]([O:40][CH3:41])=[CH:36][CH:35]=6)[N:15]=[C:14]([NH:13][C@H:10]6[CH2:11][CH2:12][N:8]([C:6]([O:5][C:1]([CH3:2])([CH3:4])[CH3:3])=[O:7])[CH2:9]6)[C:22]=45)=[CH:32][CH:31]=3)=[O:30])[CH:46]=2)[CH2:44][CH2:43]1. Given the reactants [C:1]([O:5][C:6]([N:8]1[CH2:12][CH2:11][C@H:10]([NH:13][C:14]2[C:22]3[C:17](=[N:18][CH:19]=[CH:20][C:21]=3[O:23][C:24]3[CH:32]=[CH:31][C:27]([C:28]([OH:30])=O)=[CH:26][CH:25]=3)[N:16]([CH2:33][C:34]3[CH:39]=[CH:38][C:37]([O:40][CH3:41])=[CH:36][CH:35]=3)[N:15]=2)[CH2:9]1)=[O:7])([CH3:4])([CH3:3])[CH3:2].[CH:42]1([C:45]2[CH:50]=[CH:49][N:48]=[C:47]([NH2:51])[CH:46]=2)[CH2:44][CH2:43]1, predict the reaction product. (4) Given the reactants Br[C:2]1[CH:7]=[CH:6][C:5]([N:8]2[CH2:13][CH2:12][O:11][CH2:10][CH2:9]2)=[CH:4][CH:3]=1.[CH3:14][C:15]1([CH3:22])[C:19]([CH3:21])([CH3:20])[O:18][BH:17][O:16]1, predict the reaction product. The product is: [CH3:14][C:15]1([CH3:22])[C:19]([CH3:21])([CH3:20])[O:18][B:17]([C:2]2[CH:7]=[CH:6][C:5]([N:8]3[CH2:13][CH2:12][O:11][CH2:10][CH2:9]3)=[CH:4][CH:3]=2)[O:16]1. (5) Given the reactants FC(F)(F)C(OC(=O)C(F)(F)F)=O.N1C=CC=CC=1.[Cl:20][CH2:21][CH2:22][CH2:23][O:24][C:25]1[CH:30]=[CH:29][C:28]([CH:31]2[CH:36]([C:37]3[CH:42]=[CH:41][C:40]([OH:43])=[CH:39][CH:38]=3)[C:35](O)([C:44]([F:47])([F:46])[F:45])[C:34]3[CH:49]=[CH:50][C:51]([OH:53])=[CH:52][C:33]=3[O:32]2)=[CH:27][CH:26]=1.[Cl-].[Na+], predict the reaction product. The product is: [Cl:20][CH2:21][CH2:22][CH2:23][O:24][C:25]1[CH:30]=[CH:29][C:28]([CH:31]2[C:36]([C:37]3[CH:42]=[CH:41][C:40]([OH:43])=[CH:39][CH:38]=3)=[C:35]([C:44]([F:47])([F:45])[F:46])[C:34]3[CH:49]=[CH:50][C:51]([OH:53])=[CH:52][C:33]=3[O:32]2)=[CH:27][CH:26]=1. (6) Given the reactants [C:1]([C@@H:3]([NH:22][C:23]([C:25]1([NH:31]C(=O)OC(C)(C)C)[CH2:30][CH2:29][O:28][CH2:27][CH2:26]1)=[O:24])[CH2:4][C:5]1[CH:10]=[CH:9][C:8]([C:11]2[CH:12]=[C:13]3[CH2:19][N:18]([CH3:20])[C:17](=[O:21])[C:14]3=[N:15][CH:16]=2)=[CH:7][CH:6]=1)#[N:2].C(O)=O.C(#N)C, predict the reaction product. The product is: [NH2:31][C:25]1([C:23]([NH:22][C@H:3]([C:1]#[N:2])[CH2:4][C:5]2[CH:6]=[CH:7][C:8]([C:11]3[CH:12]=[C:13]4[CH2:19][N:18]([CH3:20])[C:17](=[O:21])[C:14]4=[N:15][CH:16]=3)=[CH:9][CH:10]=2)=[O:24])[CH2:26][CH2:27][O:28][CH2:29][CH2:30]1. (7) Given the reactants Cl.[CH3:2][N:3]1[CH:7]=[C:6]([C:8]2[N:13]=[C:12]([C:14]3[CH:18]=[CH:17][NH:16][N:15]=3)[N:11]3[CH:19]=[CH:20][N:21]=[C:10]3[CH:9]=2)[CH:5]=[N:4]1.[CH:22]1([CH:25]=[CH:26][C:27]#[N:28])[CH2:24][CH2:23]1.C(#N)C.C1CCN2C(=NCCC2)CC1, predict the reaction product. The product is: [CH:22]1([CH:25]([N:16]2[CH:17]=[CH:18][C:14]([C:12]3[N:11]4[CH:19]=[CH:20][N:21]=[C:10]4[CH:9]=[C:8]([C:6]4[CH:5]=[N:4][N:3]([CH3:2])[CH:7]=4)[N:13]=3)=[N:15]2)[CH2:26][C:27]#[N:28])[CH2:24][CH2:23]1.